This data is from Catalyst prediction with 721,799 reactions and 888 catalyst types from USPTO. The task is: Predict which catalyst facilitates the given reaction. (1) The catalyst class is: 3. Product: [C:46]([C:43]1([NH:42][C:17]([C@@H:15]2[CH2:16][C:11]([F:10])([F:40])[CH2:12][CH2:13][C@H:14]2[C:20]2[C:24]([C:25]3[CH:26]=[CH:27][C:28]([S:31]([CH3:34])(=[O:32])=[O:33])=[CH:29][CH:30]=3)=[CH:23][N:22]([CH2:35][C:36]([F:39])([F:37])[F:38])[N:21]=2)=[O:18])[CH2:45][CH2:44]1)#[N:47]. Reactant: C(N(C(C)C)CC)(C)C.[F:10][C:11]1([F:40])[CH2:16][C@@H:15]([C:17](O)=[O:18])[C@H:14]([C:20]2[C:24]([C:25]3[CH:30]=[CH:29][C:28]([S:31]([CH3:34])(=[O:33])=[O:32])=[CH:27][CH:26]=3)=[CH:23][N:22]([CH2:35][C:36]([F:39])([F:38])[F:37])[N:21]=2)[CH2:13][CH2:12]1.Cl.[NH2:42][C:43]1([C:46]#[N:47])[CH2:45][CH2:44]1.CN(C(ON1N=NC2C=CC=NC1=2)=[N+](C)C)C.F[P-](F)(F)(F)(F)F. (2) Reactant: [F:1][C@@H:2]1[CH2:19][C@@:18]2([CH3:20])[C:5]([C:6]([O:22]C)=[CH:7][C@@H:8]3[C@@H:17]2[CH2:16][CH2:15][C@@:13]2([CH3:14])[C@H:9]3[CH2:10][CH2:11][C@@H:12]2[OH:21])=[CH:4][C:3]1=[O:24]. Product: [F:1][C@@H:2]1[CH2:19][C@@:18]2([CH3:20])[C:5]([C:6](=[O:22])[CH2:7][C@@H:8]3[C@@H:17]2[CH2:16][CH2:15][C@@:13]2([CH3:14])[C@H:9]3[CH2:10][CH2:11][C@@H:12]2[OH:21])=[CH:4][C:3]1=[O:24]. The catalyst class is: 295. (3) Reactant: [CH3:1][C:2]1[CH:3]=[CH:4][C:5]2[N:6]([C:8]([CH2:11][C:12]3[CH:13]=[C:14]4[C:19](=[CH:20][CH:21]=3)[N:18]=[CH:17][C:16]([CH:22]=[CH2:23])=[CH:15]4)=[N:9][N:10]=2)[N:7]=1. Product: [CH2:22]([C:16]1[CH:17]=[N:18][C:19]2[C:14]([CH:15]=1)=[CH:13][C:12]([CH2:11][C:8]1[N:6]3[N:7]=[C:2]([CH3:1])[CH:3]=[CH:4][C:5]3=[N:10][N:9]=1)=[CH:21][CH:20]=2)[CH3:23]. The catalyst class is: 63. (4) Reactant: [CH3:1][N:2]1[CH2:7][CH2:6][N:5]([C:8]2[CH:9]=[C:10]([CH:14]=[C:15]([C:17]([F:20])([F:19])[F:18])[CH:16]=2)[C:11]([OH:13])=O)[CH2:4][CH2:3]1.CCN(C(C)C)C(C)C.CN(C(ON1N=NC2C=CC=NC1=2)=[N+](C)C)C.F[P-](F)(F)(F)(F)F.[CH:54]1([NH:57][C:58]2[N:63]=[CH:62][N:61]=[C:60]([C:64]3[C:65]([NH:70][C:71]4[CH:72]=[C:73]([NH2:78])[CH:74]=[CH:75][C:76]=4[CH3:77])=[N:66][CH:67]=[CH:68][CH:69]=3)[CH:59]=2)[CH2:56][CH2:55]1. Product: [CH:54]1([NH:57][C:58]2[N:63]=[CH:62][N:61]=[C:60]([C:64]3[C:65]([NH:70][C:71]4[CH:72]=[C:73]([NH:78][C:11](=[O:13])[C:10]5[CH:14]=[C:15]([C:17]([F:18])([F:19])[F:20])[CH:16]=[C:8]([N:5]6[CH2:6][CH2:7][N:2]([CH3:1])[CH2:3][CH2:4]6)[CH:9]=5)[CH:74]=[CH:75][C:76]=4[CH3:77])=[N:66][CH:67]=[CH:68][CH:69]=3)[CH:59]=2)[CH2:55][CH2:56]1. The catalyst class is: 3.